The task is: Predict the product of the given reaction.. This data is from Forward reaction prediction with 1.9M reactions from USPTO patents (1976-2016). (1) Given the reactants Cl[C:2]1[C:11]([CH:12]=[O:13])=[CH:10][C:9]2[C:4](=[C:5]([CH3:14])[CH:6]=[CH:7][CH:8]=2)[N:3]=1.[S:15]1[CH:19]=[CH:18][CH:17]=[C:16]1B(O)O.C([O-])([O-])=O.[K+].[K+].C1(P(C2C=CC=CC=2)C2C=CC=CC=2)C=CC=CC=1, predict the reaction product. The product is: [CH3:14][C:5]1[CH:6]=[CH:7][CH:8]=[C:9]2[C:4]=1[N:3]=[C:2]([C:16]1[S:15][CH:19]=[CH:18][CH:17]=1)[C:11]([CH:12]=[O:13])=[CH:10]2. (2) Given the reactants Br.[CH3:2][C@H:3]1[CH2:12][CH2:11][C:10]2[C:9]([OH:13])=[CH:8][CH:7]=[CH:6][C:5]=2[NH:4]1.N1C=CC=CC=1.[CH:20]1([C:23](Cl)=[O:24])[CH2:22][CH2:21]1.Cl, predict the reaction product. The product is: [CH:20]1([C:23]([N:4]2[C:5]3[CH:6]=[CH:7][CH:8]=[C:9]([OH:13])[C:10]=3[CH2:11][CH2:12][C@@H:3]2[CH3:2])=[O:24])[CH2:22][CH2:21]1. (3) Given the reactants [CH:1]1([CH2:5][N:6]2[CH2:19][CH2:18][C@@:17]34[C:20]5[C:26]6[CH2:27][C@@H:7]2[C@@H:8]3[CH2:9][CH2:10][C:11]2([C@@H:16]4[O:22][C:21]=5[C:23]([C:28]#[N:29])=[CH:24][CH:25]=6)OCC[O:12]2)[CH2:4][CH2:3][CH2:2]1, predict the reaction product. The product is: [CH:1]1([CH2:5][N:6]2[CH2:19][CH2:18][C@@:17]34[C:20]5[C:26]6[CH2:27][C@@H:7]2[C@@H:8]3[CH2:9][CH2:10][C:11](=[O:12])[C@@H:16]4[O:22][C:21]=5[C:23]([C:28]#[N:29])=[CH:24][CH:25]=6)[CH2:2][CH2:3][CH2:4]1. (4) Given the reactants O=[C:2]([C@:7]1([CH2:46][CH:47]=[CH2:48])[O:36][C@H:35]([CH2:37][O:38][CH2:39][C:40]2[CH:45]=[CH:44][CH:43]=[CH:42][CH:41]=2)[C@@H:26]([O:27][CH2:28][C:29]2[CH:34]=[CH:33][CH:32]=[CH:31][CH:30]=2)[C@H:17]([O:18][CH2:19][C:20]2[CH:25]=[CH:24][CH:23]=[CH:22][CH:21]=2)[C@H:8]1[O:9][CH2:10][C:11]1[CH:16]=[CH:15][CH:14]=[CH:13][CH:12]=1)[C:3]([O:5][CH3:6])=[O:4].[CH2:49]([NH2:56])[C:50]1[CH:55]=[CH:54][CH:53]=[CH:52][CH:51]=1, predict the reaction product. The product is: [CH2:49]([N:56]=[C:2]([C@:7]1([CH2:46][CH:47]=[CH2:48])[O:36][C@H:35]([CH2:37][O:38][CH2:39][C:40]2[CH:41]=[CH:42][CH:43]=[CH:44][CH:45]=2)[C@@H:26]([O:27][CH2:28][C:29]2[CH:30]=[CH:31][CH:32]=[CH:33][CH:34]=2)[C@H:17]([O:18][CH2:19][C:20]2[CH:25]=[CH:24][CH:23]=[CH:22][CH:21]=2)[C@H:8]1[O:9][CH2:10][C:11]1[CH:12]=[CH:13][CH:14]=[CH:15][CH:16]=1)[C:3]([O:5][CH3:6])=[O:4])[C:50]1[CH:55]=[CH:54][CH:53]=[CH:52][CH:51]=1. (5) The product is: [CH3:1][N:2]1[CH2:18][CH2:17][C:5]2[N:6]([CH2:14][CH2:15][NH:16][C:26]([C:25]3[CH:24]=[CH:23][N:22]=[CH:21][C:20]=3[CH3:19])=[O:27])[C:7]3[CH:8]=[CH:9][C:10]([CH3:13])=[CH:11][C:12]=3[C:4]=2[CH2:3]1. Given the reactants [CH3:1][N:2]1[CH2:18][CH2:17][C:5]2[N:6]([CH2:14][CH2:15][NH2:16])[C:7]3[CH:8]=[CH:9][C:10]([CH3:13])=[CH:11][C:12]=3[C:4]=2[CH2:3]1.[CH3:19][C:20]1[CH:21]=[N:22][CH:23]=[CH:24][C:25]=1[C:26](O)=[O:27].C1(N=C=NC2CCCCC2)CCCCC1.O, predict the reaction product. (6) Given the reactants [CH3:1][O:2][C:3]1[CH:7]=[C:6]([C:8]([OH:10])=O)[N:5]([CH3:11])[N:4]=1.O1CCCC1.C(Cl)(=O)C(Cl)=O.[NH2:23][C:24]1[CH:25]=[C:26]([CH:43]=[CH:44][C:45]=1[F:46])[O:27][C:28]1[CH:29]=[CH:30][C:31]2[N:32]([CH:34]=[C:35]([NH:37][C:38]([CH:40]3[CH2:42][CH2:41]3)=[O:39])[N:36]=2)[N:33]=1, predict the reaction product. The product is: [CH:40]1([C:38]([NH:37][C:35]2[N:36]=[C:31]3[CH:30]=[CH:29][C:28]([O:27][C:26]4[CH:43]=[CH:44][C:45]([F:46])=[C:24]([NH:23][C:8]([C:6]5[N:5]([CH3:11])[N:4]=[C:3]([O:2][CH3:1])[CH:7]=5)=[O:10])[CH:25]=4)=[N:33][N:32]3[CH:34]=2)=[O:39])[CH2:41][CH2:42]1.